Dataset: NCI-60 drug combinations with 297,098 pairs across 59 cell lines. Task: Regression. Given two drug SMILES strings and cell line genomic features, predict the synergy score measuring deviation from expected non-interaction effect. (1) Drug 1: CCCS(=O)(=O)NC1=C(C(=C(C=C1)F)C(=O)C2=CNC3=C2C=C(C=N3)C4=CC=C(C=C4)Cl)F. Cell line: M14. Synergy scores: CSS=41.9, Synergy_ZIP=2.96, Synergy_Bliss=4.53, Synergy_Loewe=-6.54, Synergy_HSA=4.66. Drug 2: C1=NNC2=C1C(=O)NC=N2. (2) Drug 1: C1=C(C(=O)NC(=O)N1)F. Drug 2: CC12CCC3C(C1CCC2O)C(CC4=C3C=CC(=C4)O)CCCCCCCCCS(=O)CCCC(C(F)(F)F)(F)F. Cell line: MALME-3M. Synergy scores: CSS=36.6, Synergy_ZIP=5.74, Synergy_Bliss=5.66, Synergy_Loewe=5.59, Synergy_HSA=6.00. (3) Drug 1: C1CCC(C1)C(CC#N)N2C=C(C=N2)C3=C4C=CNC4=NC=N3. Drug 2: CC1CCCC2(C(O2)CC(NC(=O)CC(C(C(=O)C(C1O)C)(C)C)O)C(=CC3=CSC(=N3)C)C)C. Cell line: CAKI-1. Synergy scores: CSS=28.4, Synergy_ZIP=4.06, Synergy_Bliss=6.16, Synergy_Loewe=9.26, Synergy_HSA=9.69. (4) Cell line: K-562. Drug 2: CC1=C(C(=CC=C1)Cl)NC(=O)C2=CN=C(S2)NC3=CC(=NC(=N3)C)N4CCN(CC4)CCO. Drug 1: C1=C(C(=O)NC(=O)N1)F. Synergy scores: CSS=79.1, Synergy_ZIP=-0.235, Synergy_Bliss=-0.791, Synergy_Loewe=-1.91, Synergy_HSA=2.54.